The task is: Predict the product of the given reaction.. This data is from Forward reaction prediction with 1.9M reactions from USPTO patents (1976-2016). (1) The product is: [Cl:1][C:2]1[C:18]([C:19]2([C:22]#[N:23])[CH2:21][CH2:20]2)=[CH:17][CH:16]=[CH:15][C:3]=1[C:4]([NH:6][C:7]1[CH:12]=[C:11]([O:13][C:25]2[CH:30]=[CH:29][C:28]([N+:31]([O-:33])=[O:32])=[CH:27][N:26]=2)[CH:10]=[CH:9][C:8]=1[F:14])=[O:5]. Given the reactants [Cl:1][C:2]1[C:18]([C:19]2([C:22]#[N:23])[CH2:21][CH2:20]2)=[CH:17][CH:16]=[CH:15][C:3]=1[C:4]([NH:6][C:7]1[CH:12]=[C:11]([OH:13])[CH:10]=[CH:9][C:8]=1[F:14])=[O:5].Cl[C:25]1[CH:30]=[CH:29][C:28]([N+:31]([O-:33])=[O:32])=[CH:27][N:26]=1.C(=O)([O-])[O-].[K+].[K+].CN(C)C=O, predict the reaction product. (2) Given the reactants [C:1]([N:4]1[C:12]2[C:7](=[CH:8][C:9]([N+:13]([O-:15])=[O:14])=[CH:10][CH:11]=2)[CH2:6][CH2:5]1)(=O)[CH3:2].Cl, predict the reaction product. The product is: [CH2:1]([N:4]1[C:12]2[C:7](=[CH:8][C:9]([N+:13]([O-:15])=[O:14])=[CH:10][CH:11]=2)[CH2:6][CH2:5]1)[CH3:2].